From a dataset of Reaction yield outcomes from USPTO patents with 853,638 reactions. Predict the reaction yield, written as a fraction of the theoretical maximum amount of product (1.0 means a 100% yield; for example, 0.34 means a 34% yield). (1) The reactants are [F:1][C:2]1[CH:6]=[N:5][N:4]([CH3:7])[C:3]=1[C:8]1[CH:9]=[C:10]([NH2:16])[CH:11]=[CH:12][C:13]=1[O:14][CH3:15].[Cl:17][C:18]1[CH:23]=[CH:22][C:21]([N:24]=[C:25]=[O:26])=[CH:20][CH:19]=1. The catalyst is C(Cl)Cl. The product is [Cl:17][C:18]1[CH:23]=[CH:22][C:21]([NH:24][C:25]([NH:16][C:10]2[CH:11]=[CH:12][C:13]([O:14][CH3:15])=[C:8]([C:3]3[N:4]([CH3:7])[N:5]=[CH:6][C:2]=3[F:1])[CH:9]=2)=[O:26])=[CH:20][CH:19]=1. The yield is 0.490. (2) The reactants are [CH3:1][C:2]1([CH3:39])[C:29](=[O:30])[NH:28][C:5]2=[N:6][CH:7]=[C:8]([C:10]3[CH:15]=[CH:14][C:13]([C:16]4[N:20](C5CCCCO5)[CH:19]=[N:18][N:17]=4)=[CH:12][C:11]=3[CH3:27])[N:9]=[C:4]2[N:3]1[CH2:31][CH2:32][CH:33]1[CH2:38][CH2:37][O:36][CH2:35][CH2:34]1.CC1C=C(C2N(C3CCCCO3)C=NN=2)C=CC=1B1OC(C)(C)C(C)(C)O1.BrC1N=C2N(CCC3CCOCC3)C(C)(C)C(=O)NC2=NC=1.ClCCl.C(=O)([O-])[O-].[Na+].[Na+].O. The product is [CH3:1][C:2]1([CH3:39])[C:29](=[O:30])[NH:28][C:5]2=[N:6][CH:7]=[C:8]([C:10]3[CH:15]=[CH:14][C:13]([C:16]4[NH:20][CH:19]=[N:18][N:17]=4)=[CH:12][C:11]=3[CH3:27])[N:9]=[C:4]2[N:3]1[CH2:31][CH2:32][CH:33]1[CH2:34][CH2:35][O:36][CH2:37][CH2:38]1. The catalyst is O1CCOCC1.C(O)(C)C.C1C=CC(P(C2C=CC=CC=2)[C-]2C=CC=C2)=CC=1.C1C=CC(P(C2C=CC=CC=2)[C-]2C=CC=C2)=CC=1.Cl[Pd]Cl.[Fe+2]. The yield is 0.970.